Dataset: Forward reaction prediction with 1.9M reactions from USPTO patents (1976-2016). Task: Predict the product of the given reaction. (1) The product is: [CH2:9]([C:10]1[N:14]([CH3:15])[C:13](=[S:16])[NH:12][N:11]=1)[CH3:1]. Given the reactants [CH3:1]N1C=NNC1=O.I[CH2:9][C:10]1[N:14]([CH3:15])[C:13]([S:16](C)(=O)=O)=[N:12][N:11]=1.CNC(=S)NN, predict the reaction product. (2) Given the reactants [F:1][C:2]1[CH:3]=[CH:4][C:5]([NH:12][CH2:13][CH2:14][C:15]([F:18])([F:17])[F:16])=[C:6]([CH:11]=1)[C:7]([O:9]C)=[O:8].[OH-].[Na+], predict the reaction product. The product is: [F:1][C:2]1[CH:3]=[CH:4][C:5]([NH:12][CH2:13][CH2:14][C:15]([F:16])([F:17])[F:18])=[C:6]([CH:11]=1)[C:7]([OH:9])=[O:8]. (3) Given the reactants [CH3:1][O:2][C:3]([NH:5][C@H:6]([C:58]1[CH:63]=[CH:62]C=[CH:60][CH:59]=1)[C:7]([N:9]1[CH2:13][CH2:12][CH2:11][C@H:10]1[C:14]1[NH:15][C:16]([C:19]2[CH:20]=[CH:21][C:22]3[C:31]4[C:26](=[C:27]5[CH:35]=[CH:34][C:33]([C:36]6[NH:40][C:39]([C@@H:41]7[CH2:45][CH2:44][CH2:43][N:42]7[C:46](=[O:56])[C@@H:47]([NH:51][C:52](=[O:55])[O:53][CH3:54])[CH:48]([CH3:50])[CH3:49])=[N:38][CH:37]=6)=[CH:32][C:28]5=[CH:29][CH:30]=4)[O:25][CH2:24][C:23]=3[CH:57]=2)=[CH:17][N:18]=1)=[O:8])=[O:4].C[O:65]C(N[C@H](C1C=CC=CC=1)C(O)=O)=O, predict the reaction product. The product is: [CH3:1][O:2][C:3]([NH:5][C@@H:6]([CH:58]1[CH2:59][CH2:60][O:65][CH2:62][CH2:63]1)[C:7]([N:9]1[CH2:13][CH2:12][CH2:11][C@H:10]1[C:14]1[NH:15][C:16]([C:19]2[CH:20]=[CH:21][C:22]3[C:31]4[C:26](=[C:27]5[CH:35]=[CH:34][C:33]([C:36]6[NH:40][C:39]([C@@H:41]7[CH2:45][CH2:44][CH2:43][N:42]7[C:46](=[O:56])[C@@H:47]([NH:51][C:52](=[O:55])[O:53][CH3:54])[CH:48]([CH3:50])[CH3:49])=[N:38][CH:37]=6)=[CH:32][C:28]5=[CH:29][CH:30]=4)[O:25][CH2:24][C:23]=3[CH:57]=2)=[CH:17][N:18]=1)=[O:8])=[O:4]. (4) Given the reactants C([N:8]1[CH2:13][CH2:12][CH:11]([OH:14])[C:10]([F:16])([F:15])[CH2:9]1)C1C=CC=CC=1, predict the reaction product. The product is: [F:15][C:10]1([F:16])[CH:11]([OH:14])[CH2:12][CH2:13][NH:8][CH2:9]1.